This data is from Catalyst prediction with 721,799 reactions and 888 catalyst types from USPTO. The task is: Predict which catalyst facilitates the given reaction. (1) Reactant: [N+:1]([C:4]1[CH:9]=[CH:8][C:7]([O:10][C:11](Cl)=[O:12])=[CH:6][CH:5]=1)([O-:3])=[O:2].[NH2:14][CH2:15][CH:16]1[CH2:21][CH2:20][C:19]([N:28]([CH3:30])[CH3:29])([C:22]2[CH:27]=[CH:26][CH:25]=[CH:24][CH:23]=2)[CH2:18][CH2:17]1.N1C=CC=CC=1. Product: [N+:1]([C:4]1[CH:9]=[CH:8][C:7]([O:10][C:11](=[O:12])[NH:14][CH2:15][CH:16]2[CH2:17][CH2:18][C:19]([N:28]([CH3:30])[CH3:29])([C:22]3[CH:23]=[CH:24][CH:25]=[CH:26][CH:27]=3)[CH2:20][CH2:21]2)=[CH:6][CH:5]=1)([O-:3])=[O:2]. The catalyst class is: 2. (2) Reactant: CC(C)([O-])C.[Na+].[Cl:7][C:8]1[N:16]=[C:15]2[C:11]([NH:12][CH:13]=[N:14]2)=[C:10]([Cl:17])[N:9]=1.Br[CH2:19][C:20]1[CH:25]=[CH:24][C:23]([C:26]([F:29])([F:28])[F:27])=[CH:22][CH:21]=1. Product: [Cl:7][C:8]1[N:16]=[C:15]2[C:11]([N:12]([CH2:19][C:20]3[CH:21]=[CH:22][C:23]([C:26]([F:27])([F:28])[F:29])=[CH:24][CH:25]=3)[CH:13]=[N:14]2)=[C:10]([Cl:17])[N:9]=1.[Cl:7][C:8]1[N:16]=[C:15]2[C:11]([N:12]=[CH:13][N:14]2[CH2:19][C:20]2[CH:21]=[CH:22][C:23]([C:26]([F:27])([F:28])[F:29])=[CH:24][CH:25]=2)=[C:10]([Cl:17])[N:9]=1. The catalyst class is: 7. (3) Reactant: [F:1][B-](F)(F)F.N#[O+].N[C:9]1[C:10]([C:16]([NH2:18])=[O:17])=[N:11][CH:12]=[C:13]([Br:15])[CH:14]=1. Product: [F:1][C:9]1[C:10]([C:16]([NH2:18])=[O:17])=[N:11][CH:12]=[C:13]([Br:15])[CH:14]=1. The catalyst class is: 2.